From a dataset of Reaction yield outcomes from USPTO patents with 853,638 reactions. Predict the reaction yield, written as a fraction of the theoretical maximum amount of product (1.0 means a 100% yield; for example, 0.34 means a 34% yield). (1) The reactants are C1CCN2C(=NCCC2)CC1.[F:12][C:13]1[CH:18]=[CH:17][C:16]([NH:19][C:20]2[N:25]=[CH:24][C:23]3[CH:26]=[C:27]([C:33]4[CH:34]=[N:35][NH:36][CH:37]=4)[N:28](S(C)(=O)=O)[C:22]=3[CH:21]=2)=[CH:15][CH:14]=1. The catalyst is CN(C=O)C.O. The product is [F:12][C:13]1[CH:14]=[CH:15][C:16]([NH:19][C:20]2[N:25]=[CH:24][C:23]3[CH:26]=[C:27]([C:33]4[CH:37]=[N:36][NH:35][CH:34]=4)[NH:28][C:22]=3[CH:21]=2)=[CH:17][CH:18]=1. The yield is 0.840. (2) The reactants are [OH-].[Na+].[CH2:3](Cl)[CH2:4]Cl.[OH:7][CH:8]1[CH:12]([OH:13])[CH2:11][N:10]([C:14]([O:16][CH2:17][C:18]2[CH:23]=[CH:22][CH:21]=[CH:20][CH:19]=2)=[O:15])[CH2:9]1. The yield is 0.390. The product is [O:7]1[CH:8]2[CH2:9][N:10]([C:14]([O:16][CH2:17][C:18]3[CH:23]=[CH:22][CH:21]=[CH:20][CH:19]=3)=[O:15])[CH2:11][CH:12]2[O:13][CH2:4][CH2:3]1. The catalyst is CCCC[N+](CCCC)(CCCC)CCCC.[Br-].O. (3) The reactants are [C:1]([N:5]([CH3:25])[C:6]([C:8]1[N:9]=[CH:10][N:11]2[C:20]3[C:15](=[CH:16][C:17]([O:23][CH3:24])=[C:18]([O:21][CH3:22])[CH:19]=3)[CH2:14][CH2:13][C:12]=12)=[O:7])([CH3:4])([CH3:3])[CH3:2].[Br:26]N1C(=O)CCC1=O.O. The yield is 0.900. The product is [C:1]([N:5]([CH3:25])[C:6]([C:8]1[N:9]=[C:10]([Br:26])[N:11]2[C:20]3[C:15](=[CH:16][C:17]([O:23][CH3:24])=[C:18]([O:21][CH3:22])[CH:19]=3)[CH2:14][CH2:13][C:12]=12)=[O:7])([CH3:4])([CH3:3])[CH3:2]. The catalyst is C(#N)C. (4) The reactants are [OH:1][CH2:2][CH2:3][CH2:4][C:5]1[C:13]2[C:8](=[CH:9][CH:10]=[C:11]([C:14]([O:16]C)=[O:15])[CH:12]=2)[NH:7][CH:6]=1.[OH-].[K+].Cl. The yield is 0.920. The product is [OH:1][CH2:2][CH2:3][CH2:4][C:5]1[C:13]2[C:8](=[CH:9][CH:10]=[C:11]([C:14]([OH:16])=[O:15])[CH:12]=2)[NH:7][CH:6]=1. The catalyst is C(O)C. (5) The reactants are O.[NH2:2][NH2:3].N[O:5][C:6](=O)[CH2:7][N:8]1[CH2:12][CH:11]([CH2:13][CH2:14][CH3:15])[CH2:10][C:9]1=[O:16]. The catalyst is CCO.[Cl-].[Na+].O. The product is [O:16]=[C:9]1[CH2:10][CH:11]([CH2:13][CH2:14][CH3:15])[CH2:12][N:8]1[CH2:7][C:6]([NH:2][NH2:3])=[O:5]. The yield is 0.830. (6) The reactants are Br[C:2]1[CH:7]=[CH:6][CH:5]=[CH:4][N:3]=1.[CH2:8]([C:12]1[CH:21]=[CH:20][C:19]2[C:14](=[CH:15][CH:16]=[CH:17][CH:18]=2)[N:13]=1)[CH2:9][C:10]#[CH:11]. No catalyst specified. The product is [N:3]1[CH:4]=[CH:5][CH:6]=[CH:7][C:2]=1[C:11]#[C:10][CH2:9][CH2:8][C:12]1[CH:21]=[CH:20][C:19]2[C:14](=[CH:15][CH:16]=[CH:17][CH:18]=2)[N:13]=1. The yield is 0.520. (7) The reactants are F[C:2]1[CH:7]=[CH:6][N:5]=[C:4]2[NH:8][CH:9]=[C:10]([N+:11]([O-:13])=[O:12])[C:3]=12.[CH2:14]([N:21]1[CH2:26][CH2:25][NH:24][CH2:23][CH2:22]1)[C:15]1[CH:20]=[CH:19][CH:18]=[CH:17][CH:16]=1.O. The catalyst is CN1C(=O)CCC1. The product is [CH2:14]([N:21]1[CH2:26][CH2:25][N:24]([C:2]2[CH:7]=[CH:6][N:5]=[C:4]3[NH:8][CH:9]=[C:10]([N+:11]([O-:13])=[O:12])[C:3]=23)[CH2:23][CH2:22]1)[C:15]1[CH:16]=[CH:17][CH:18]=[CH:19][CH:20]=1. The yield is 0.761. (8) The reactants are [C:1]([C:5]1[CH:19]=[CH:18][C:8]([CH2:9][N:10]2[C:14](=[O:15])[N:13]([CH2:16][CH3:17])[CH:12]=[N:11]2)=[CH:7][CH:6]=1)([CH3:4])([CH3:3])[CH3:2].C1(P(C2CCCCC2)[C:27]2[CH:32]=[CH:31][CH:30]=[CH:29][C:28]=2[C:33]2[C:38](OC)=[CH:37][CH:36]=[CH:35][C:34]=2OC)CCCCC1.[C:49]([O:52][C:53]1[CH:58]=CC=C(B2OC(C)(C)C(C)(C)O2)C=1)(=[O:51])[CH3:50].P([O-])([O-])([O-])=O.[K+].[K+].[K+].S(=O)(=O)(O)O.C[CH2:82][O:83][C:84](C)=O. The product is [C:1]([C:5]1[CH:19]=[CH:18][C:8]([CH2:9][N:10]2[C:14](=[O:15])[N:13]([CH2:16][CH3:17])[C:12]([CH2:82][O:83][CH2:84][C:36]3[CH:35]=[CH:34][C:33]([C:28]4[CH:27]=[CH:32][CH:31]=[C:30]([CH2:50][C:49]([O:52][CH2:53][CH3:58])=[O:51])[CH:29]=4)=[CH:38][CH:37]=3)=[N:11]2)=[CH:7][CH:6]=1)([CH3:2])([CH3:4])[CH3:3]. The yield is 0.710. The catalyst is C(O)C.C1C=CC(/C=C/C(/C=C/C2C=CC=CC=2)=O)=CC=1.C1C=CC(/C=C/C(/C=C/C2C=CC=CC=2)=O)=CC=1.C1C=CC(/C=C/C(/C=C/C2C=CC=CC=2)=O)=CC=1.[Pd].[Pd].COCCOC. (9) The reactants are CC1C=[C:12]2[O:14]C=1C[C@H](C(C)=C)CCC1C(=O)O[C@@H]([C@H]2C(C)=C)C=1.[C:24]([O:28][C:29](=[O:43])[N:30]([CH2:32][C@H:33]1[CH2:38][CH2:37][C@H:36]([CH:39]=[C:40](Br)Br)[CH2:35][CH2:34]1)[CH3:31])([CH3:27])([CH3:26])[CH3:25].[Li]CCCC.C=O. The catalyst is C1COCC1. The product is [C:24]([O:28][C:29](=[O:43])[N:30]([CH2:32][C@H:33]1[CH2:38][CH2:37][C@H:36]([C:39]#[C:40][CH2:12][OH:14])[CH2:35][CH2:34]1)[CH3:31])([CH3:27])([CH3:26])[CH3:25]. The yield is 0.540. (10) The reactants are Br[C:2]1[C:3]([S:17]([CH3:20])(=[O:19])=[O:18])=[N:4][C:5]([NH:8][C:9]2[CH:14]=[CH:13][C:12]([F:15])=[C:11]([Cl:16])[CH:10]=2)=[N:6][CH:7]=1.[CH2:21]([O:23][C:24](=[O:36])/[CH:25]=[CH:26]/[C:27]1[CH:28]=[C:29](B(O)O)[CH:30]=[CH:31][CH:32]=1)[CH3:22].C1(P(C2CCCCC2)C2C=CC=CC=2C2C(C(C)C)=CC(C(C)C)=CC=2C(C)C)CCCCC1.C(=O)([O-])[O-].[Na+].[Na+]. The catalyst is C(#N)C.O.C1C=CC(/C=C/C(/C=C/C2C=CC=CC=2)=O)=CC=1.C1C=CC(/C=C/C(/C=C/C2C=CC=CC=2)=O)=CC=1.C1C=CC(/C=C/C(/C=C/C2C=CC=CC=2)=O)=CC=1.[Pd].[Pd]. The product is [Cl:16][C:11]1[CH:10]=[C:9]([NH:8][C:5]2[N:4]=[C:3]([S:17]([CH3:20])(=[O:19])=[O:18])[C:2]([C:29]3[CH:28]=[C:27](/[CH:26]=[CH:25]/[C:24]([O:23][CH2:21][CH3:22])=[O:36])[CH:32]=[CH:31][CH:30]=3)=[CH:7][N:6]=2)[CH:14]=[CH:13][C:12]=1[F:15]. The yield is 0.520.